This data is from Peptide-MHC class II binding affinity with 134,281 pairs from IEDB. The task is: Regression. Given a peptide amino acid sequence and an MHC pseudo amino acid sequence, predict their binding affinity value. This is MHC class II binding data. (1) The peptide sequence is EFVKIVQKRGIVKENI. The MHC is DRB1_1301 with pseudo-sequence DRB1_1301. The binding affinity (normalized) is 0. (2) The peptide sequence is VWKRELNLLDKRQFE. The MHC is DRB1_0801 with pseudo-sequence DRB1_0801. The binding affinity (normalized) is 0.594. (3) The peptide sequence is LQIIDKIDAAFKVAA. The MHC is DRB1_1501 with pseudo-sequence DRB1_1501. The binding affinity (normalized) is 0.646. (4) The peptide sequence is LKTLMLLLLCSPSKR. The MHC is DRB1_0101 with pseudo-sequence DRB1_0101. The binding affinity (normalized) is 0.887. (5) The peptide sequence is LRLGKEFIRCLALPF. The MHC is HLA-DQA10501-DQB10303 with pseudo-sequence HLA-DQA10501-DQB10303. The binding affinity (normalized) is 0.281. (6) The peptide sequence is MVVERLGDYLVEQGM. The MHC is HLA-DQA10104-DQB10503 with pseudo-sequence HLA-DQA10104-DQB10503. The binding affinity (normalized) is 0.592.